Dataset: Peptide-MHC class II binding affinity with 134,281 pairs from IEDB. Task: Regression. Given a peptide amino acid sequence and an MHC pseudo amino acid sequence, predict their binding affinity value. This is MHC class II binding data. (1) The peptide sequence is EIVQFLEETFAAYDQ. The MHC is DRB1_1101 with pseudo-sequence DRB1_1101. The binding affinity (normalized) is 0. (2) The peptide sequence is STVVASVTIIDRSLP. The MHC is DRB1_1101 with pseudo-sequence DRB1_1101. The binding affinity (normalized) is 0.465. (3) The peptide sequence is RLTDQIKCFEKFLEP. The MHC is DRB1_0101 with pseudo-sequence DRB1_0101. The binding affinity (normalized) is 0.0362. (4) The peptide sequence is AFILDGDNLNPKV. The MHC is DRB1_0401 with pseudo-sequence DRB1_0401. The binding affinity (normalized) is 0.637.